This data is from Forward reaction prediction with 1.9M reactions from USPTO patents (1976-2016). The task is: Predict the product of the given reaction. Given the reactants [CH3:1][O:2][C:3]1[C:11]([CH3:12])=[CH:10][C:6]([C:7]([OH:9])=[O:8])=[CH:5][C:4]=1[CH3:13].S(=O)(=O)(O)O.[C:19](=O)(O)[O-].[Na+], predict the reaction product. The product is: [CH3:19][O:8][C:7](=[O:9])[C:6]1[CH:5]=[C:4]([CH3:13])[C:3]([O:2][CH3:1])=[C:11]([CH3:12])[CH:10]=1.